Dataset: Catalyst prediction with 721,799 reactions and 888 catalyst types from USPTO. Task: Predict which catalyst facilitates the given reaction. Reactant: [Br:1][C:2]1[CH:3]=[N:4][CH:5]=[C:6]([CH:10]=1)[C:7](O)=[O:8].C1N=CN(C(N2C=NC=C2)=O)C=1.[BH4-].[Na+]. Product: [Br:1][C:2]1[CH:10]=[C:6]([CH2:7][OH:8])[CH:5]=[N:4][CH:3]=1. The catalyst class is: 1.